From a dataset of Peptide-MHC class II binding affinity with 134,281 pairs from IEDB. Regression. Given a peptide amino acid sequence and an MHC pseudo amino acid sequence, predict their binding affinity value. This is MHC class II binding data. (1) The peptide sequence is EKKPFAATQFEPLAA. The MHC is HLA-DPA10103-DPB10401 with pseudo-sequence HLA-DPA10103-DPB10401. The binding affinity (normalized) is 1.00. (2) The peptide sequence is KLIGGIGGFIKVRQYDQILI. The MHC is HLA-DPA10301-DPB10402 with pseudo-sequence HLA-DPA10301-DPB10402. The binding affinity (normalized) is 0.421. (3) The peptide sequence is AFKVAATAANAAPAE. The MHC is DRB1_0701 with pseudo-sequence DRB1_0701. The binding affinity (normalized) is 0.846. (4) The peptide sequence is LFGKKNLIPSSASPW. The MHC is HLA-DQA10501-DQB10303 with pseudo-sequence HLA-DQA10501-DQB10303. The binding affinity (normalized) is 0.587. (5) The peptide sequence is RLEFDEFVTLAAKFI. The MHC is DRB1_0404 with pseudo-sequence DRB1_0404. The binding affinity (normalized) is 0.404. (6) The peptide sequence is GELIIVDKIDAAFKI. The MHC is DRB1_0401 with pseudo-sequence DRB1_0401. The binding affinity (normalized) is 0.667. (7) The peptide sequence is EIDTDGDGFIDFNEF. The MHC is DRB1_0401 with pseudo-sequence DRB1_0401. The binding affinity (normalized) is 0.233. (8) The peptide sequence is NRIMADGGSIQNTNL. The MHC is DRB1_0802 with pseudo-sequence DRB1_0802. The binding affinity (normalized) is 0.345.